Dataset: Reaction yield outcomes from USPTO patents with 853,638 reactions. Task: Predict the reaction yield, written as a fraction of the theoretical maximum amount of product (1.0 means a 100% yield; for example, 0.34 means a 34% yield). (1) The reactants are C1(P(C2C=CC=CC=2)C2C=CC=CC=2)C=CC=CC=1.N(C(OCC)=O)=NC(OCC)=O.[OH:32][C@@H:33]([CH3:41])[C:34]([O:36][C:37]([CH3:40])([CH3:39])[CH3:38])=[O:35].[NH2:42][C:43]1[N:48]=[CH:47][C:46]([C:49]2[CH:54]=[CH:53][C:52](O)=[C:51]([F:56])[CH:50]=2)=[CH:45][N:44]=1. The catalyst is O1CCCC1. The product is [NH2:42][C:43]1[N:48]=[CH:47][C:46]([C:49]2[CH:54]=[CH:53][C:52]([O:32][CH:33]([CH3:41])[C:34]([O:36][C:37]([CH3:40])([CH3:39])[CH3:38])=[O:35])=[C:51]([F:56])[CH:50]=2)=[CH:45][N:44]=1. The yield is 0.720. (2) The reactants are [N:1]12[CH2:8][CH2:7][C:4]([C:9]([C:16]3[S:17][CH:18]=[CH:19][CH:20]=3)([C:11]3[S:12][CH:13]=[CH:14][CH:15]=3)[OH:10])([CH2:5][CH2:6]1)[CH2:3][CH2:2]2.[C:21]1([O:27][CH2:28][CH2:29][CH2:30][Br:31])[CH:26]=[CH:25][CH:24]=[CH:23][CH:22]=1. The catalyst is CO. The product is [Br-:31].[OH:10][C:9]([C:16]1[S:17][CH:18]=[CH:19][CH:20]=1)([C:11]1[S:12][CH:13]=[CH:14][CH:15]=1)[C:4]12[CH2:5][CH2:6][N+:1]([CH2:30][CH2:29][CH2:28][O:27][C:21]3[CH:26]=[CH:25][CH:24]=[CH:23][CH:22]=3)([CH2:8][CH2:7]1)[CH2:2][CH2:3]2. The yield is 0.454.